This data is from Full USPTO retrosynthesis dataset with 1.9M reactions from patents (1976-2016). The task is: Predict the reactants needed to synthesize the given product. (1) Given the product [NH2:6][C:7]1[CH:8]=[C:9]([C:13]2[C:21]([C:22]3[CH:27]=[CH:26][N:25]=[C:24]([NH:28][C:29]4[CH:34]=[CH:33][CH:32]=[C:31]([O:35][CH2:36][CH2:83][CH2:82][N:81]([CH3:88])[CH3:77])[CH:30]=4)[N:23]=3)=[C:16]3[CH:17]=[CH:18][CH:19]=[CH:20][N:15]3[N:14]=2)[CH:10]=[CH:11][CH:12]=1, predict the reactants needed to synthesize it. The reactants are: FC1C=CC(F)=CC=1C([NH:6][C:7]1[CH:12]=[CH:11][CH:10]=[C:9]([C:13]2[C:21]([C:22]3[CH:27]=[CH:26][N:25]=[C:24]([NH:28][C:29]4[CH:34]=[CH:33][CH:32]=[C:31]([O:35][CH2:36]CN(C)CC=C)[CH:30]=4)[N:23]=3)=[C:16]3[CH:17]=[CH:18][CH:19]=[CH:20][N:15]3[N:14]=2)[CH:8]=1)=O.ClCCCOC1C=C(NC2N=C(C3C(C4C=[C:77]([NH:81][C:82](=O)[C:83](F)(F)F)C=CC=4)=NN4C=CC=CC=34)C=CN=2)C=CC=1.[CH3:88]NC. (2) Given the product [CH3:33][O:34][C:2]1[N:3]=[C:4]([C:21]2[CH:26]=[CH:25][C:24]([C:27]([F:30])([F:29])[F:28])=[CH:23][C:22]=2[O:31][CH3:32])[C:5]2[C:10]([CH:11]=1)=[CH:9][C:8]([S:12]([NH:15][C:16]1[S:17][CH:18]=[CH:19][N:20]=1)(=[O:14])=[O:13])=[CH:7][CH:6]=2, predict the reactants needed to synthesize it. The reactants are: Cl[C:2]1[N:3]=[C:4]([C:21]2[CH:26]=[CH:25][C:24]([C:27]([F:30])([F:29])[F:28])=[CH:23][C:22]=2[O:31][CH3:32])[C:5]2[C:10]([CH:11]=1)=[CH:9][C:8]([S:12]([NH:15][C:16]1[S:17][CH:18]=[CH:19][N:20]=1)(=[O:14])=[O:13])=[CH:7][CH:6]=2.[CH3:33][O-:34].[Na+].CO. (3) Given the product [CH3:24][C:17]1[N:16]2[N:15]=[C:14](/[CH:13]=[CH:12]/[C:4]3[N:5]([CH2:7][C:8]([F:11])([F:10])[F:9])[CH:6]=[C:2]([N:25]4[CH2:29][CH2:28][CH2:27][C:26]4=[O:30])[N:3]=3)[N:22]=[C:21]2[C:20]([CH3:23])=[CH:19][N:18]=1, predict the reactants needed to synthesize it. The reactants are: Br[C:2]1[N:3]=[C:4](/[CH:12]=[CH:13]/[C:14]2[N:22]=[C:21]3[N:16]([C:17]([CH3:24])=[N:18][CH:19]=[C:20]3[CH3:23])[N:15]=2)[N:5]([CH2:7][C:8]([F:11])([F:10])[F:9])[CH:6]=1.[NH:25]1[CH2:29][CH2:28][CH2:27][C:26]1=[O:30].